This data is from Reaction yield outcomes from USPTO patents with 853,638 reactions. The task is: Predict the reaction yield, written as a fraction of the theoretical maximum amount of product (1.0 means a 100% yield; for example, 0.34 means a 34% yield). (1) The reactants are [CH3:1][C:2]1[N:3]([S:16]([C:19]2[CH:24]=[CH:23][CH:22]=[CH:21][CH:20]=2)(=[O:18])=[O:17])[C:4]([C:11]2[CH:15]=[CH:14][S:13][CH:12]=2)=[CH:5][C:6]=1[C:7](OC)=[O:8].[H-].C([Al+]CC(C)C)C(C)C. The catalyst is C1(C)C=CC=CC=1. The product is [CH3:1][C:2]1[N:3]([S:16]([C:19]2[CH:24]=[CH:23][CH:22]=[CH:21][CH:20]=2)(=[O:17])=[O:18])[C:4]([C:11]2[CH:15]=[CH:14][S:13][CH:12]=2)=[CH:5][C:6]=1[CH2:7][OH:8]. The yield is 0.630. (2) The reactants are [I:1][C:2]1[C:7]([CH3:8])=[CH:6][C:5]([NH:9][C:10](=[O:13])[CH:11]=[CH2:12])=[C:4]([CH3:14])[CH:3]=1.CN(C)C=O.[NH:20]1[CH2:25][CH2:24][CH:23]([O:26][C:27](=[O:41])[NH:28][C:29]2[CH:34]=[CH:33][CH:32]=[CH:31][C:30]=2[C:35]2[CH:40]=[CH:39][CH:38]=[CH:37][CH:36]=2)[CH2:22][CH2:21]1. The catalyst is C(O)(C)C. The product is [I:1][C:2]1[C:7]([CH3:8])=[CH:6][C:5]([NH:9][C:10]([CH2:11][CH2:12][N:20]2[CH2:21][CH2:22][CH:23]([O:26][C:27](=[O:41])[NH:28][C:29]3[CH:34]=[CH:33][CH:32]=[CH:31][C:30]=3[C:35]3[CH:40]=[CH:39][CH:38]=[CH:37][CH:36]=3)[CH2:24][CH2:25]2)=[O:13])=[C:4]([CH3:14])[CH:3]=1. The yield is 0.790. (3) The reactants are [OH-].[K+].[CH3:3][O:4][C:5](=[O:30])[CH:6]([NH:15][C:16]1[CH:21]=[CH:20][CH:19]=[CH:18][C:17]=1[C:22](=[O:29])[C:23]1[CH:28]=[CH:27][CH:26]=[CH:25][CH:24]=1)[CH2:7][C:8]1[CH:13]=[CH:12][C:11]([OH:14])=[CH:10][CH:9]=1.[Br:31][CH2:32][CH2:33]Br. The catalyst is C(O)C. The product is [CH3:3][O:4][C:5](=[O:30])[CH:6]([NH:15][C:16]1[CH:21]=[CH:20][CH:19]=[CH:18][C:17]=1[C:22](=[O:29])[C:23]1[CH:28]=[CH:27][CH:26]=[CH:25][CH:24]=1)[CH2:7][C:8]1[CH:9]=[CH:10][C:11]([O:14][CH2:33][CH2:32][Br:31])=[CH:12][CH:13]=1. The yield is 0.210. (4) The reactants are [NH2:1][C:2]1[CH:12]=[CH:11][C:10]([C:13]2[N:14](C(OC(C)(C)C)=O)[C:15]3[C:20]([CH:21]=2)=[CH:19][CH:18]=[CH:17][CH:16]=3)=[C:4]2[C:5]([NH:7][C:8](=[O:9])[C:3]=12)=[O:6].Cl.CO.C(=O)([O-])O.[Na+]. The catalyst is CO. The product is [NH2:1][C:2]1[CH:12]=[CH:11][C:10]([C:13]2[NH:14][C:15]3[C:20]([CH:21]=2)=[CH:19][CH:18]=[CH:17][CH:16]=3)=[C:4]2[C:5]([NH:7][C:8](=[O:9])[C:3]=12)=[O:6]. The yield is 0.870.